This data is from Forward reaction prediction with 1.9M reactions from USPTO patents (1976-2016). The task is: Predict the product of the given reaction. (1) Given the reactants [Br:1][C:2]1[CH:8]=[CH:7][C:5]([NH2:6])=[C:4]([N+:9]([O-:11])=[O:10])[CH:3]=1.C(O)(C(F)(F)F)=O.[BH-](OC(C)=O)(OC(C)=O)OC(C)=O.[Na+].[CH3:33][S:34][C:35]1[O:36][C:37]2[CH:43]=[C:42]([CH:44]=O)[CH:41]=[CH:40][C:38]=2[N:39]=1, predict the reaction product. The product is: [Br:1][C:2]1[CH:8]=[CH:7][C:5]([NH:6][CH2:44][C:42]2[CH:41]=[CH:40][C:38]3[N:39]=[C:35]([S:34][CH3:33])[O:36][C:37]=3[CH:43]=2)=[C:4]([N+:9]([O-:11])=[O:10])[CH:3]=1. (2) Given the reactants [CH3:1][O:2][C:3]1[CH:7]=[C:6]([C:8]([OH:10])=O)[N:5]([CH3:11])[N:4]=1.CN(C)C=O.C(Cl)(=O)C(Cl)=O.[NH2:23][C:24]1[CH:25]=[C:26]([CH:43]=[CH:44][C:45]=1[Cl:46])[O:27][C:28]1[CH:29]=[CH:30][C:31]2[N:32]([CH:34]=[C:35]([NH:37][C:38]([CH:40]3[CH2:42][CH2:41]3)=[O:39])[N:36]=2)[N:33]=1, predict the reaction product. The product is: [Cl:46][C:45]1[CH:44]=[CH:43][C:26]([O:27][C:28]2[CH:29]=[CH:30][C:31]3[N:32]([CH:34]=[C:35]([NH:37][C:38]([CH:40]4[CH2:42][CH2:41]4)=[O:39])[N:36]=3)[N:33]=2)=[CH:25][C:24]=1[NH:23][C:8]([C:6]1[N:5]([CH3:11])[N:4]=[C:3]([O:2][CH3:1])[CH:7]=1)=[O:10]. (3) The product is: [CH2:31]1[C:40]2[C:35](=[CH:36][CH:37]=[CH:38][CH:39]=2)[CH2:34][CH2:33][N:32]1[C:13]1[CH:18]=[CH:17][C:16]([C:19]2[CH:24]=[CH:23][C:22]([C:25]([O:27][CH3:28])=[O:26])=[CH:21][CH:20]=2)=[CH:15][CH:14]=1. Given the reactants C(=O)([O-])[O-].[Cs+].[Cs+].FC(F)(F)S(O[C:13]1[CH:18]=[CH:17][C:16]([C:19]2[CH:24]=[CH:23][C:22]([C:25]([O:27][CH3:28])=[O:26])=[CH:21][CH:20]=2)=[CH:15][CH:14]=1)(=O)=O.[CH2:31]1[C:40]2[C:35](=[CH:36][CH:37]=[CH:38][CH:39]=2)[CH2:34][CH2:33][NH:32]1.O, predict the reaction product. (4) Given the reactants [Cl:1][C:2]1[N:11]=[CH:10][C:9]2[CH2:8][CH2:7][CH2:6][C:5](=[O:12])[C:4]=2[N:3]=1.[Br:13]Br, predict the reaction product. The product is: [Br:13][CH:6]1[C:5](=[O:12])[C:4]2[N:3]=[C:2]([Cl:1])[N:11]=[CH:10][C:9]=2[CH2:8][CH2:7]1. (5) Given the reactants Cl[C:2]1[C:7]([Cl:8])=[CH:6][C:5]([C:9]2[O:10][C:11]([CH2:14][CH3:15])=[CH:12][N:13]=2)=[CH:4][N:3]=1.[NH:16]1[CH2:21][CH2:20][CH:19]([C:22]([OH:24])=[O:23])[CH2:18][CH2:17]1.CCN(C(C)C)C(C)C, predict the reaction product. The product is: [Cl:8][C:7]1[C:2]([N:16]2[CH2:21][CH2:20][CH:19]([C:22]([OH:24])=[O:23])[CH2:18][CH2:17]2)=[N:3][CH:4]=[C:5]([C:9]2[O:10][C:11]([CH2:14][CH3:15])=[CH:12][N:13]=2)[CH:6]=1.